Dataset: Full USPTO retrosynthesis dataset with 1.9M reactions from patents (1976-2016). Task: Predict the reactants needed to synthesize the given product. (1) Given the product [NH2:1][C:2]1[C:7]2[C:8]([C:11]3[CH:16]=[CH:15][C:14]([NH:17][C:18]([NH:20][C:21]4[CH:26]=[CH:25][CH:24]=[C:23]([CH3:27])[CH:22]=4)=[O:19])=[CH:13][CH:12]=3)=[CH:9][S:10][C:6]=2[C:5]([C:32]#[C:31][CH2:30][CH2:29][OH:33])=[CH:4][N:3]=1, predict the reactants needed to synthesize it. The reactants are: [NH2:1][C:2]1[C:7]2[C:8]([C:11]3[CH:16]=[CH:15][C:14]([NH:17][C:18]([NH:20][C:21]4[CH:26]=[CH:25][CH:24]=[C:23]([CH3:27])[CH:22]=4)=[O:19])=[CH:13][CH:12]=3)=[CH:9][S:10][C:6]=2[C:5](I)=[CH:4][N:3]=1.[CH2:29]([OH:33])[CH2:30][C:31]#[CH:32]. (2) The reactants are: [F:1][C:2]([F:20])([F:19])[C:3]([NH:5][CH2:6][CH2:7][C:8]1[CH:13]=[CH:12][C:11]([C:14](=O)[CH:15]([CH3:17])[CH3:16])=[CH:10][CH:9]=1)=[O:4].[H][H]. Given the product [F:1][C:2]([F:19])([F:20])[C:3]([NH:5][CH2:6][CH2:7][C:8]1[CH:13]=[CH:12][C:11]([CH2:14][CH:15]([CH3:16])[CH3:17])=[CH:10][CH:9]=1)=[O:4], predict the reactants needed to synthesize it. (3) Given the product [ClH:23].[CH3:22][O:21][C:18]1[CH:17]=[CH:16][C:15]([C:2]2[CH2:7][CH2:6][NH:5][CH2:4][CH:3]=2)=[CH:20][CH:19]=1, predict the reactants needed to synthesize it. The reactants are: O[C:2]1([C:15]2[CH:20]=[CH:19][C:18]([O:21][CH3:22])=[CH:17][CH:16]=2)[CH2:7][CH2:6][N:5](C(OC(C)(C)C)=O)[CH2:4][CH2:3]1.[ClH:23].O1CCOCC1. (4) Given the product [CH3:37][C:2]([CH3:1])([CH2:6][CH2:7][C:8](=[O:36])[N:9]([CH2:15][C:16]1[CH:21]=[CH:20][CH:19]=[C:18]([C:22]2[O:23][C:24](=[O:35])[C:25]3[C:30]4[CH2:31][CH2:32][CH2:33][CH2:34][C:29]=4[S:28][C:26]=3[N:27]=2)[CH:17]=1)[CH:10]([CH2:11][CH3:12])[CH2:13][CH3:14])[C:3]([O:5][CH3:38])=[O:4], predict the reactants needed to synthesize it. The reactants are: [CH3:1][C:2]([CH3:37])([CH2:6][CH2:7][C:8](=[O:36])[N:9]([CH2:15][C:16]1[CH:21]=[CH:20][CH:19]=[C:18]([C:22]2[O:23][C:24](=[O:35])[C:25]3[C:30]4[CH2:31][CH2:32][CH2:33][CH2:34][C:29]=4[S:28][C:26]=3[N:27]=2)[CH:17]=1)[CH:10]([CH2:13][CH3:14])[CH2:11][CH3:12])[C:3]([OH:5])=[O:4].[CH3:38]N(C=O)C.CI.C(=O)([O-])[O-].[K+].[K+]. (5) Given the product [CH2:1]=[C:2]1[CH2:4][CH:16]([CH2:15][O:14][CH2:7][C:8]2[CH:13]=[CH:12][CH:11]=[CH:10][CH:9]=2)[CH2:3]1, predict the reactants needed to synthesize it. The reactants are: [CH3:1][C:2]([O-])([CH3:4])[CH3:3].[K+].[CH2:7]([O:14][CH2:15][CH:16]1CC(=O)C1)[C:8]1[CH:13]=[CH:12][CH:11]=[CH:10][CH:9]=1. (6) Given the product [C:27]([CH:16]1[CH2:15][N:14]([C:5]2[C:4]3[C:9](=[CH:10][C:11]([Cl:12])=[C:2]([C:34]4[CH:35]=[CH:36][C:31]([Cl:30])=[CH:32][CH:33]=4)[CH:3]=3)[N:8]=[C:7]([CH3:13])[N:6]=2)[CH2:19][CH2:18][N:17]1[C:20]([O:22][C:23]([CH3:24])([CH3:26])[CH3:25])=[O:21])(=[O:29])[NH2:28], predict the reactants needed to synthesize it. The reactants are: Br[C:2]1[CH:3]=[C:4]2[C:9](=[CH:10][C:11]=1[Cl:12])[N:8]=[C:7]([CH3:13])[N:6]=[C:5]2[N:14]1[CH2:19][CH2:18][N:17]([C:20]([O:22][C:23]([CH3:26])([CH3:25])[CH3:24])=[O:21])[CH:16]([C:27](=[O:29])[NH2:28])[CH2:15]1.[Cl:30][C:31]1[CH:36]=[CH:35][C:34](B(O)O)=[CH:33][CH:32]=1.C([O-])([O-])=O.[Na+].[Na+]. (7) Given the product [Cl:16][C:3]1[C:2]([C:25]2[CH:24]=[CH:23][C:22]3[O:17][CH2:18][CH2:19][O:20][C:21]=3[CH:26]=2)=[CH:11][C:10]([CH3:12])=[C:9]2[C:4]=1[CH:5]([CH3:15])[CH2:6][C:7]([CH3:14])([CH3:13])[NH:8]2, predict the reactants needed to synthesize it. The reactants are: Br[C:2]1[C:3]([Cl:16])=[C:4]2[C:9](=[C:10]([CH3:12])[CH:11]=1)[NH:8][C:7]([CH3:14])([CH3:13])[CH2:6][CH:5]2[CH3:15].[O:17]1[C:22]2[CH:23]=[CH:24][C:25](B(O)O)=[CH:26][C:21]=2[O:20][CH2:19][CH2:18]1. (8) Given the product [Cl:1][C:2]1[CH:27]=[CH:26][C:5]2[N:6]([CH:11]3[CH2:15][N:14]([CH2:16][C:17]4[CH:18]=[CH:19][C:20]([O:23][CH3:24])=[CH:21][CH:22]=4)[C:13](=[O:25])[CH2:12]3)[C:7]([CH2:9][N:34]3[C:35]4=[CH:36][N:37]=[CH:38][CH:39]=[C:40]4[C:32]([S:29]([CH3:28])(=[O:30])=[O:31])=[N:33]3)=[N:8][C:4]=2[CH:3]=1, predict the reactants needed to synthesize it. The reactants are: [Cl:1][C:2]1[CH:27]=[CH:26][C:5]2[N:6]([CH:11]3[CH2:15][N:14]([CH2:16][C:17]4[CH:22]=[CH:21][C:20]([O:23][CH3:24])=[CH:19][CH:18]=4)[C:13](=[O:25])[CH2:12]3)[C:7]([CH2:9]Cl)=[N:8][C:4]=2[CH:3]=1.[CH3:28][S:29]([C:32]1[C:40]2[C:35](=[CH:36][N:37]=[CH:38][CH:39]=2)[NH:34][N:33]=1)(=[O:31])=[O:30].C([O-])([O-])=O.[Cs+].[Cs+].